From a dataset of Full USPTO retrosynthesis dataset with 1.9M reactions from patents (1976-2016). Predict the reactants needed to synthesize the given product. (1) Given the product [CH2:7]([C:33]1[C:28]([C:22]2[C:23]3[NH:27][C:26](=[CH:25][CH:24]=3)[C:7]([C:2]3[C:3]([CH2:6][CH:5]=[CH2:4])=[CH:4][CH:5]=[CH:6][N:1]=3)=[C:8]3[N:48]=[C:11]([CH:10]=[CH:9]3)[C:12]([C:42]3[C:47]([CH2:72][CH:49]=[CH2:50])=[CH:46][CH:45]=[CH:44][N:43]=3)=[C:13]3[NH:41][C:16]([CH:15]=[CH:14]3)=[C:17]([C:35]3[C:40]([CH2:10][CH:9]=[CH2:8])=[CH:39][CH:38]=[CH:37][N:36]=3)[C:18]3=[N:34][C:21]=2[CH:20]=[CH:19]3)=[N:29][CH:30]=[CH:31][CH:32]=1)[CH:2]=[CH2:3], predict the reactants needed to synthesize it. The reactants are: [N:1]1[CH:6]=[CH:5][CH:4]=[CH:3][C:2]=1[C:7]1[C:26]2[NH:27][C:23](=[CH:24][CH:25]=2)[C:22]([C:28]2[CH:33]=[CH:32][CH:31]=[CH:30][N:29]=2)=[C:21]2[N:34]=[C:18]([CH:19]=[CH:20]2)[C:17]([C:35]2[CH:40]=[CH:39][CH:38]=[CH:37][N:36]=2)=[C:16]2[NH:41][C:13]([CH:14]=[CH:15]2)=[C:12]([C:42]2[CH:47]=[CH:46][CH:45]=[CH:44][N:43]=2)[C:11]2=[N:48][C:8]=1[CH:9]=[CH:10]2.[C:49]12[CH:72]=C3N=C(C=C3)C=C3NC(C=C3)=CC3=NC(C=C3)=CC(N1)=C[CH:50]=2.CO.C(Cl)(Cl)Cl. (2) Given the product [CH3:11][C:10]1[CH:7]=[C:2]2[N:1]([CH:9]=1)[CH:6]=[CH:5][CH:4]=[CH:3]2, predict the reactants needed to synthesize it. The reactants are: [N:1]1[CH:6]=[CH:5][CH:4]=[CH:3][C:2]=1[CH3:7].Cl[CH2:9][C:10](=O)[CH3:11].C(Cl)(Cl)Cl.O.C(=O)(O)[O-].[Na+].